Dataset: Peptide-MHC class I binding affinity with 185,985 pairs from IEDB/IMGT. Task: Regression. Given a peptide amino acid sequence and an MHC pseudo amino acid sequence, predict their binding affinity value. This is MHC class I binding data. (1) The MHC is HLA-A33:01 with pseudo-sequence HLA-A33:01. The peptide sequence is VSLSAYIIR. The binding affinity (normalized) is 0.234. (2) The peptide sequence is SLASIGTSF. The MHC is HLA-A31:01 with pseudo-sequence HLA-A31:01. The binding affinity (normalized) is 0.0847. (3) The peptide sequence is EWAFWENKK. The MHC is HLA-A11:01 with pseudo-sequence HLA-A11:01. The binding affinity (normalized) is 0.142. (4) The peptide sequence is SYMDDVVLGA. The MHC is Patr-A0901 with pseudo-sequence Patr-A0901. The binding affinity (normalized) is 0.352. (5) The binding affinity (normalized) is 0.251. The MHC is HLA-A02:19 with pseudo-sequence HLA-A02:19. The peptide sequence is SLFDVGKFT.